From a dataset of Full USPTO retrosynthesis dataset with 1.9M reactions from patents (1976-2016). Predict the reactants needed to synthesize the given product. (1) Given the product [CH2:2]([O:4][C:5]([C:7]1([NH:13][C:23]([C:15]2[O:14][C:18]3[CH:19]=[CH:20][CH:21]=[CH:22][C:17]=3[CH:16]=2)=[O:24])[CH2:12][CH2:11][CH2:10][CH2:9][CH2:8]1)=[O:6])[CH3:3], predict the reactants needed to synthesize it. The reactants are: Cl.[CH2:2]([O:4][C:5]([C:7]1([NH2:13])[CH2:12][CH2:11][CH2:10][CH2:9][CH2:8]1)=[O:6])[CH3:3].[O:14]1[C:18]2[CH:19]=[CH:20][CH:21]=[CH:22][C:17]=2[CH:16]=[C:15]1[C:23](O)=[O:24]. (2) Given the product [CH3:1][CH:2]([CH3:6])[CH2:3][CH2:4][O:5][C:14]1[N:22]=[C:21]2[C:17]([N:18]=[CH:19][N:20]2[CH:23]2[CH2:28][CH2:27][CH2:26][CH2:25][O:24]2)=[C:16]([NH2:29])[N:15]=1, predict the reactants needed to synthesize it. The reactants are: [CH3:1][CH:2]([CH3:6])[CH2:3][CH2:4][OH:5].CC(C)([O-])C.[Na+].Cl[C:14]1[N:22]=[C:21]2[C:17]([N:18]=[CH:19][N:20]2[CH:23]2[CH2:28][CH2:27][CH2:26][CH2:25][O:24]2)=[C:16]([NH2:29])[N:15]=1.